This data is from Reaction yield outcomes from USPTO patents with 853,638 reactions. The task is: Predict the reaction yield, written as a fraction of the theoretical maximum amount of product (1.0 means a 100% yield; for example, 0.34 means a 34% yield). (1) The product is [CH3:26][C:23]1([CH3:27])[CH2:24][CH2:25][C:20]([C:6]2[CH:5]=[C:4]([C:1]([OH:3])([CH3:33])[CH3:2])[CH:9]=[CH:8][C:7]=2[NH:10][C:11]([C:13]2[NH:14][CH:15]=[C:16]([C:18]#[N:19])[N:17]=2)=[O:12])=[CH:21][CH2:22]1. The yield is 1.00. The reactants are [C:1]([C:4]1[CH:9]=[CH:8][C:7]([NH:10][C:11]([C:13]2[NH:14][CH:15]=[C:16]([C:18]#[N:19])[N:17]=2)=[O:12])=[C:6]([C:20]2[CH2:25][CH2:24][C:23]([CH3:27])([CH3:26])[CH2:22][CH:21]=2)[CH:5]=1)(=[O:3])[CH3:2].C[Mg+].[Br-].CO.[CH:33](Cl)(Cl)Cl. The catalyst is C1COCC1. (2) The reactants are [OH:1][C:2]1[CH:7]=[CH:6][C:5]([NH:8][C:9]([C:11]2([C:14]([NH:16][C:17]3[CH:22]=[CH:21][C:20]([F:23])=[CH:19][CH:18]=3)=[O:15])[CH2:13][CH2:12]2)=[O:10])=[CH:4][CH:3]=1.[CH3:24][O:25][C:26]1[CH:27]=[C:28]2[C:33](=[CH:34][C:35]=1[O:36][CH3:37])[N:32]=[CH:31][CH:30]=[C:29]2OS(C(F)(F)F)(=O)=O. The catalyst is N1C(C)=CC=CC=1C. The product is [CH3:24][O:25][C:26]1[CH:27]=[C:28]2[C:33](=[CH:34][C:35]=1[O:36][CH3:37])[N:32]=[CH:31][CH:30]=[C:29]2[O:1][C:2]1[CH:7]=[CH:6][C:5]([NH:8][C:9]([C:11]2([C:14]([NH:16][C:17]3[CH:18]=[CH:19][C:20]([F:23])=[CH:21][CH:22]=3)=[O:15])[CH2:13][CH2:12]2)=[O:10])=[CH:4][CH:3]=1. The yield is 0.440. (3) The reactants are Br[C:2]1[C:3]([Cl:13])=[CH:4][C:5]2[O:6][CH2:7][C:8](=[O:12])[NH:9][C:10]=2[N:11]=1.[C:14]1(/[CH:20]=[CH:21]/B(O)O)[CH:19]=[CH:18][CH:17]=[CH:16][CH:15]=1.C(=O)([O-])O.[K+]. The catalyst is O1CCOCC1.O.C(OCC)(=O)C. The product is [Cl:13][C:3]1[C:2](/[CH:21]=[CH:20]/[C:14]2[CH:19]=[CH:18][CH:17]=[CH:16][CH:15]=2)=[N:11][C:10]2[NH:9][C:8](=[O:12])[CH2:7][O:6][C:5]=2[CH:4]=1. The yield is 0.680. (4) The reactants are [CH3:1][CH2:2][O:3][C:4]([CH2:6][CH2:7][N:8]1[C:13]([CH3:14])=[CH:12][N:11]=[C:10](O)[C:9]1=[O:16])=[O:5].[F:17][C:18]([F:27])([C:21]1[CH:26]=[CH:25][CH:24]=[CH:23][CH:22]=1)[CH2:19][NH2:20]. The catalyst is C1(C)C=CC=CC=1.C(OCC)(=O)C. The product is [F:17][C:18]([F:27])([C:21]1[CH:22]=[CH:23][CH:24]=[CH:25][CH:26]=1)[CH2:19][NH:20][C:10]1[C:9](=[O:16])[N:8]([CH2:7][CH2:6][C:4]([O:3][CH2:2][CH3:1])=[O:5])[C:13]([CH3:14])=[CH:12][N:11]=1. The yield is 0.810.